From a dataset of Forward reaction prediction with 1.9M reactions from USPTO patents (1976-2016). Predict the product of the given reaction. (1) Given the reactants [Cl:1][C:2]1[C:3]([O:11][CH2:12][CH:13]2[CH2:15][CH2:14]2)=[CH:4][C:5]([C:8]([OH:10])=O)=[N:6][CH:7]=1.[NH2:16][C@H:17]([CH2:20][CH2:21][CH3:22])[CH2:18][OH:19], predict the reaction product. The product is: [OH:19][CH2:18][C@H:17]([NH:16][C:8]([C:5]1[CH:4]=[C:3]([O:11][CH2:12][CH:13]2[CH2:15][CH2:14]2)[C:2]([Cl:1])=[CH:7][N:6]=1)=[O:10])[CH2:20][CH2:21][CH3:22]. (2) The product is: [CH:1]1([C@@H:5]([N:7]([CH2:17][C:18]2[CH:23]=[CH:22][C:21]([CH3:24])=[CH:20][CH:19]=2)[S:8]([C:10]([CH3:12])([CH3:11])[CH3:13])=[O:9])[CH3:6])[CH2:4][CH2:3][CH2:2]1. Given the reactants [CH:1]1([C@@H:5]([NH:7][S:8]([C:10]([CH3:13])([CH3:12])[CH3:11])=[O:9])[CH3:6])[CH2:4][CH2:3][CH2:2]1.[H-].[Na+].Br[CH2:17][C:18]1[CH:23]=[CH:22][C:21]([CH3:24])=[CH:20][CH:19]=1, predict the reaction product.